Dataset: Forward reaction prediction with 1.9M reactions from USPTO patents (1976-2016). Task: Predict the product of the given reaction. (1) The product is: [ClH:26].[ClH:27].[NH2:8][CH:9]1[CH2:10][CH2:11][N:12]([C:15]2[C:25]([Cl:26])=[CH:24][C:18]([C:19]([O:21][CH2:22][CH3:23])=[O:20])=[CH:17][N:16]=2)[CH2:13][CH2:14]1. Given the reactants C(OC([NH:8][CH:9]1[CH2:14][CH2:13][N:12]([C:15]2[C:25]([Cl:26])=[CH:24][C:18]([C:19]([O:21][CH2:22][CH3:23])=[O:20])=[CH:17][N:16]=2)[CH2:11][CH2:10]1)=O)(C)(C)C.[ClH:27], predict the reaction product. (2) Given the reactants [O:1]1[C:5]2([CH2:10][CH2:9][N:8]([C:11]([C:13]3[NH:14][C:15]4[C:20]([CH:21]=3)=[CH:19][C:18]([C:22]([N:24]3[CH2:29][CH2:28][N:27]([CH:30]([CH3:32])[CH3:31])[CH2:26][CH2:25]3)=[O:23])=[CH:17][CH:16]=4)=[O:12])[CH2:7][CH2:6]2)[O:4][CH2:3][CH2:2]1.[Cl:33][C:34]1[CH:39]=[C:38](B(O)O)[CH:37]=[CH:36][N:35]=1.N1C=CC=CC=1, predict the reaction product. The product is: [Cl:33][C:34]1[CH:39]=[C:38]([N:14]2[C:15]3[C:20](=[CH:19][C:18]([C:22]([N:24]4[CH2:25][CH2:26][N:27]([CH:30]([CH3:32])[CH3:31])[CH2:28][CH2:29]4)=[O:23])=[CH:17][CH:16]=3)[CH:21]=[C:13]2[C:11]([N:8]2[CH2:9][CH2:10][C:5]3([O:4][CH2:3][CH2:2][O:1]3)[CH2:6][CH2:7]2)=[O:12])[CH:37]=[CH:36][N:35]=1. (3) Given the reactants ClC1C=CC=C(C(OO)=O)C=1.[CH2:12]([O:14][C:15]([C:17]1[N:22]=[N:21][C:20](SC)=[N:19][C:18]=1[NH:25][CH2:26][C:27]1[CH:32]=[CH:31][C:30]([Cl:33])=[CH:29][C:28]=1[Cl:34])=[O:16])[CH3:13].[N:35]1([CH2:40][CH2:41][N:42]2[CH2:47][CH2:46][NH:45][CH2:44][CH2:43]2)[CH2:39][CH2:38][CH2:37][CH2:36]1.C(N(CC)CC)C, predict the reaction product. The product is: [CH2:12]([O:14][C:15]([C:17]1[N:22]=[N:21][C:20]([N:45]2[CH2:44][CH2:43][N:42]([CH2:41][CH2:40][N:35]3[CH2:36][CH2:37][CH2:38][CH2:39]3)[CH2:47][CH2:46]2)=[N:19][C:18]=1[NH:25][CH2:26][C:27]1[CH:32]=[CH:31][C:30]([Cl:33])=[CH:29][C:28]=1[Cl:34])=[O:16])[CH3:13]. (4) Given the reactants [C:1]([O:4][C:5](=[O:7])[CH3:6])(=[O:3])[CH3:2].N1C=CC=[CH:10][CH:9]=1, predict the reaction product. The product is: [CH3:9][CH:10]1[O:7][CH:5]([CH3:6])[O:4][CH:1]([OH:3])[CH2:2]1. (5) Given the reactants [CH:1]1([C:4]([N:6]([CH2:9][C:10]2[CH:15]=[C:14]([C:16]([F:19])([F:18])[F:17])[CH:13]=[CH:12][C:11]=2[C:20]2[C:25]([O:26][CH3:27])=[CH:24][CH:23]=[C:22]([CH:28]([CH3:32])[C:29](O)=[O:30])[CH:21]=2)[CH2:7][CH3:8])=[O:5])[CH2:3][CH2:2]1.C(N(CC)CC)C.C(Cl)(=O)C([Cl:43])=O.CN(C=O)C, predict the reaction product. The product is: [CH:1]1([C:4]([N:6]([CH2:9][C:10]2[CH:15]=[C:14]([C:16]([F:19])([F:18])[F:17])[CH:13]=[CH:12][C:11]=2[C:20]2[C:25]([O:26][CH3:27])=[CH:24][CH:23]=[C:22]([CH:28]([CH3:32])[C:29]([Cl:43])=[O:30])[CH:21]=2)[CH2:7][CH3:8])=[O:5])[CH2:3][CH2:2]1. (6) Given the reactants [C:1](Cl)(Cl)=[S:2].[CH2:5]([NH2:11])[C:6]1[O:10][CH:9]=[CH:8][CH:7]=1.[OH-].[Na+], predict the reaction product. The product is: [N:11]([CH2:5][C:6]1[O:10][CH:9]=[CH:8][CH:7]=1)=[C:1]=[S:2]. (7) Given the reactants [S:1](=[O:13])(=[O:12])([O:3][CH2:4][CH2:5][CH:6]1[CH2:11][CH2:10][CH2:9][CH2:8][CH2:7]1)[NH2:2], predict the reaction product. The product is: [NH:2]1[C:6]2([CH2:11][CH2:10][CH2:9][CH2:8][CH2:7]2)[CH2:5][CH2:4][O:3][S:1]1(=[O:12])=[O:13].